From a dataset of NCI-60 drug combinations with 297,098 pairs across 59 cell lines. Regression. Given two drug SMILES strings and cell line genomic features, predict the synergy score measuring deviation from expected non-interaction effect. (1) Synergy scores: CSS=-1.14, Synergy_ZIP=2.60, Synergy_Bliss=2.96, Synergy_Loewe=-1.70, Synergy_HSA=-0.666. Drug 2: COC1=NC(=NC2=C1N=CN2C3C(C(C(O3)CO)O)O)N. Drug 1: C1CCC(C1)C(CC#N)N2C=C(C=N2)C3=C4C=CNC4=NC=N3. Cell line: BT-549. (2) Drug 1: CNC(=O)C1=CC=CC=C1SC2=CC3=C(C=C2)C(=NN3)C=CC4=CC=CC=N4. Drug 2: C1=CC(=C2C(=C1NCCNCCO)C(=O)C3=C(C=CC(=C3C2=O)O)O)NCCNCCO. Cell line: HCT-15. Synergy scores: CSS=56.0, Synergy_ZIP=-0.301, Synergy_Bliss=-0.592, Synergy_Loewe=-28.9, Synergy_HSA=-0.740. (3) Cell line: SF-268. Synergy scores: CSS=-9.97, Synergy_ZIP=4.06, Synergy_Bliss=-1.000, Synergy_Loewe=-5.01, Synergy_HSA=-6.26. Drug 2: CCC(=C(C1=CC=CC=C1)C2=CC=C(C=C2)OCCN(C)C)C3=CC=CC=C3.C(C(=O)O)C(CC(=O)O)(C(=O)O)O. Drug 1: CN1CCC(CC1)COC2=C(C=C3C(=C2)N=CN=C3NC4=C(C=C(C=C4)Br)F)OC. (4) Drug 1: C1CC(C1)(C(=O)O)C(=O)O.[NH2-].[NH2-].[Pt+2]. Drug 2: C1=NNC2=C1C(=O)NC=N2. Cell line: IGROV1. Synergy scores: CSS=9.85, Synergy_ZIP=-2.30, Synergy_Bliss=-0.306, Synergy_Loewe=0.0844, Synergy_HSA=0.145. (5) Drug 1: C1CNP(=O)(OC1)N(CCCl)CCCl. Drug 2: C1C(C(OC1N2C=NC3=C2NC=NCC3O)CO)O. Cell line: HCC-2998. Synergy scores: CSS=-6.13, Synergy_ZIP=4.03, Synergy_Bliss=3.99, Synergy_Loewe=-3.72, Synergy_HSA=-7.23. (6) Drug 1: CCC1=CC2CC(C3=C(CN(C2)C1)C4=CC=CC=C4N3)(C5=C(C=C6C(=C5)C78CCN9C7C(C=CC9)(C(C(C8N6C)(C(=O)OC)O)OC(=O)C)CC)OC)C(=O)OC.C(C(C(=O)O)O)(C(=O)O)O. Drug 2: C1=NC2=C(N1)C(=S)N=CN2. Cell line: SF-295. Synergy scores: CSS=36.8, Synergy_ZIP=-14.7, Synergy_Bliss=-11.1, Synergy_Loewe=-22.9, Synergy_HSA=-6.67. (7) Drug 1: C1C(C(OC1N2C=NC3=C(N=C(N=C32)Cl)N)CO)O. Drug 2: C1C(C(OC1N2C=NC3=C2NC=NCC3O)CO)O. Cell line: SF-268. Synergy scores: CSS=0.974, Synergy_ZIP=-2.79, Synergy_Bliss=-3.30, Synergy_Loewe=-7.06, Synergy_HSA=-4.80. (8) Synergy scores: CSS=42.5, Synergy_ZIP=-11.2, Synergy_Bliss=-4.30, Synergy_Loewe=-26.9, Synergy_HSA=-1.40. Cell line: CAKI-1. Drug 1: CS(=O)(=O)CCNCC1=CC=C(O1)C2=CC3=C(C=C2)N=CN=C3NC4=CC(=C(C=C4)OCC5=CC(=CC=C5)F)Cl. Drug 2: CC1=C(C(=O)C2=C(C1=O)N3CC4C(C3(C2COC(=O)N)OC)N4)N.